From a dataset of Peptide-MHC class I binding affinity with 185,985 pairs from IEDB/IMGT. Regression. Given a peptide amino acid sequence and an MHC pseudo amino acid sequence, predict their binding affinity value. This is MHC class I binding data. (1) The peptide sequence is ELRSLYNTV. The MHC is HLA-A01:01 with pseudo-sequence HLA-A01:01. The binding affinity (normalized) is 0. (2) The peptide sequence is FHGEFTRAL. The MHC is HLA-B44:02 with pseudo-sequence HLA-B44:02. The binding affinity (normalized) is 0.0847. (3) The peptide sequence is SMHYKLDEV. The MHC is HLA-B51:01 with pseudo-sequence HLA-B51:01. The binding affinity (normalized) is 0.0847.